From a dataset of Full USPTO retrosynthesis dataset with 1.9M reactions from patents (1976-2016). Predict the reactants needed to synthesize the given product. (1) Given the product [CH2:1]([O:8][C:9]1[CH:10]=[C:11]([C:23]2[CH:24]=[C:25]3[C:20](=[CH:21][CH:22]=2)[C:19](=[O:18])[CH2:28][CH2:27][CH2:26]3)[CH:12]=[CH:13][CH:14]=1)[C:2]1[CH:7]=[CH:6][CH:5]=[CH:4][CH:3]=1, predict the reactants needed to synthesize it. The reactants are: [CH2:1]([O:8][C:9]1[CH:10]=[C:11](B(O)O)[CH:12]=[CH:13][CH:14]=1)[C:2]1[CH:7]=[CH:6][CH:5]=[CH:4][CH:3]=1.[O:18]=[C:19]1[CH2:28][CH2:27][CH2:26][C:25]2[CH:24]=[C:23](OS(C(F)(F)F)(=O)=O)[CH:22]=[CH:21][C:20]1=2.C([O-])([O-])=O.[K+].[K+].CCCCCC. (2) Given the product [CH2:1]([C@H:7]1[CH2:11][C:12](=[CH2:13])[O:9][C:8]1=[O:10])[CH2:2][CH2:3][CH2:4][CH2:5][CH3:6], predict the reactants needed to synthesize it. The reactants are: [CH2:1]([C@@H:7]([CH2:11][C:12]#[CH:13])[C:8]([OH:10])=[O:9])[CH2:2][CH2:3][CH2:4][CH2:5][CH3:6]. (3) Given the product [C:1]([C:5]1[CH:15]=[CH:14][CH:13]=[CH:12][C:6]=1[O:7][CH:8]1[CH2:9][N:10]([C:29]([C:26]2[CH:25]=[C:24]([CH3:23])[O:28][N:27]=2)=[O:30])[CH2:11]1)([CH3:4])([CH3:2])[CH3:3], predict the reactants needed to synthesize it. The reactants are: [C:1]([C:5]1[CH:15]=[CH:14][CH:13]=[CH:12][C:6]=1[O:7][CH:8]1[CH2:11][NH:10][CH2:9]1)([CH3:4])([CH3:3])[CH3:2].C(N(CC)CC)C.[CH3:23][C:24]1[O:28][N:27]=[C:26]([C:29](Cl)=[O:30])[CH:25]=1. (4) Given the product [CH3:14][O:13][CH2:12][C:8]12[O:11][C:4]([CH2:3][O:2][CH3:1])([CH:10]=[CH:9]1)[CH2:5][C:6]([O:15][S:18]([C:17]([F:36])([F:35])[F:16])(=[O:20])=[O:19])=[CH:7]2, predict the reactants needed to synthesize it. The reactants are: [CH3:1][O:2][CH2:3][C:4]12[O:11][C:8]([CH2:12][O:13][CH3:14])([CH:9]=[CH:10]1)[CH2:7][C:6](=[O:15])[CH2:5]2.[F:16][C:17]([F:36])([F:35])[S:18](N(C1C=CC=CN=1)[S:18]([C:17]([F:36])([F:35])[F:16])(=[O:20])=[O:19])(=[O:20])=[O:19]. (5) Given the product [CH3:1][O:2][C:3]([C@:5]1([CH3:18])[C@H:9]([O:10][Si:24]([C:27]([CH3:30])([CH3:29])[CH3:28])([CH3:26])[CH3:25])[CH2:8][CH2:7][N:6]1[C:11]([O:13][C:14]([CH3:17])([CH3:16])[CH3:15])=[O:12])=[O:4], predict the reactants needed to synthesize it. The reactants are: [CH3:1][O:2][C:3]([C@:5]1([CH3:18])[C@H:9]([OH:10])[CH2:8][CH2:7][N:6]1[C:11]([O:13][C:14]([CH3:17])([CH3:16])[CH3:15])=[O:12])=[O:4].N1C=CN=C1.[Si:24](Cl)([C:27]([CH3:30])([CH3:29])[CH3:28])([CH3:26])[CH3:25]. (6) Given the product [ClH:33].[C:1]([C:3]1[CH:8]=[CH:7][C:6]([CH2:9][CH2:10][C:11]([OH:13])=[O:12])=[CH:5][C:4]=1[O:14][CH2:15][C@H:16]([OH:32])[CH2:17][NH:18][C:19]([CH3:30])([CH3:31])[CH2:20][CH:21]1[CH2:22][C:23]2[C:28](=[CH:27][CH:26]=[CH:25][CH:24]=2)[CH2:29]1)#[N:2], predict the reactants needed to synthesize it. The reactants are: [C:1]([C:3]1[CH:8]=[CH:7][C:6]([CH2:9][CH2:10][C:11]([OH:13])=[O:12])=[CH:5][C:4]=1[O:14][CH2:15][C@H:16]([OH:32])[CH2:17][NH:18][C:19]([CH3:31])([CH3:30])[CH2:20][CH:21]1[CH2:29][C:28]2[C:23](=[CH:24][CH:25]=[CH:26][CH:27]=2)[CH2:22]1)#[N:2].[ClH:33].